Task: Predict the product of the given reaction.. Dataset: Forward reaction prediction with 1.9M reactions from USPTO patents (1976-2016) (1) Given the reactants [F:1][C:2]([F:29])([F:28])[C:3]1[CH:4]=[C:5]([NH:13][C:14]([N:16]2[CH2:21][CH2:20][N:19]([C:22]3[C:26](Cl)=[N:25][S:24][N:23]=3)[CH2:18][CH2:17]2)=[O:15])[CH:6]=[C:7]([C:9]([F:12])([F:11])[F:10])[CH:8]=1.[NH:30]1[CH2:35][CH2:34][CH:33]([CH2:36][OH:37])[CH2:32][CH2:31]1.CC(C)([O-])C.[K+], predict the reaction product. The product is: [F:1][C:2]([F:29])([F:28])[C:3]1[CH:4]=[C:5]([NH:13][C:14]([N:16]2[CH2:21][CH2:20][N:19]([C:22]3[C:26]([O:37][CH2:36][CH:33]4[CH2:34][CH2:35][NH:30][CH2:31][CH2:32]4)=[N:25][S:24][N:23]=3)[CH2:18][CH2:17]2)=[O:15])[CH:6]=[C:7]([C:9]([F:12])([F:11])[F:10])[CH:8]=1. (2) Given the reactants [NH2:1][C:2]1[CH:15]=[CH:14][C:13]2[NH:12][C:11](=[O:16])[C:10]3[C:5](=[CH:6][CH:7]=[CH:8][CH:9]=3)[C:4]=2[CH:3]=1.[Cl:17][CH2:18][C:19](Cl)=[O:20].[OH-].[Na+], predict the reaction product. The product is: [Cl:17][CH2:18][C:19]([NH:1][C:2]1[CH:15]=[CH:14][C:13]2[NH:12][C:11](=[O:16])[C:10]3[C:5](=[CH:6][CH:7]=[CH:8][CH:9]=3)[C:4]=2[CH:3]=1)=[O:20]. (3) Given the reactants C([O:8][C:9]1[C:10](=[O:29])[C:11](I)=[CH:12][N:13]2[CH2:18][CH2:17][N:16]([CH2:19][C:20]3[CH:25]=[CH:24][C:23]([F:26])=[CH:22][CH:21]=3)[C:15](=[O:27])[C:14]=12)C1C=CC=CC=1.[N:30]1[CH:35]=[CH:34][CH:33]=[C:32]([Sn](CCCC)(CCCC)CCCC)[CH:31]=1, predict the reaction product. The product is: [F:26][C:23]1[CH:22]=[CH:21][C:20]([CH2:19][N:16]2[CH2:17][CH2:18][N:13]3[CH:12]=[C:11]([C:32]4[CH:31]=[N:30][CH:35]=[CH:34][CH:33]=4)[C:10](=[O:29])[C:9]([OH:8])=[C:14]3[C:15]2=[O:27])=[CH:25][CH:24]=1.